From a dataset of Forward reaction prediction with 1.9M reactions from USPTO patents (1976-2016). Predict the product of the given reaction. (1) Given the reactants [F:1][C:2]1[CH:7]=[CH:6][C:5]([CH2:8][C:9]([C:11]2[C:12](=[O:32])[N:13]([C:22]3[CH:27]=[CH:26][CH:25]=[C:24]([C:28]([F:31])([F:30])[F:29])[CH:23]=3)[C:14]3[C:19]([C:20]=2O)=[CH:18][CH:17]=[CH:16][N:15]=3)=O)=[CH:4][CH:3]=1.O.[NH2:34][NH2:35].C(=O)([O-])O.[Na+], predict the reaction product. The product is: [F:1][C:2]1[CH:3]=[CH:4][C:5]([CH2:8][C:9]2[C:11]3[C:12](=[O:32])[N:13]([C:22]4[CH:27]=[CH:26][CH:25]=[C:24]([C:28]([F:29])([F:31])[F:30])[CH:23]=4)[C:14]4[N:15]=[CH:16][CH:17]=[CH:18][C:19]=4[C:20]=3[NH:35][N:34]=2)=[CH:6][CH:7]=1. (2) Given the reactants Cl.[CH2:2]1[CH:6]2[CH2:7][NH:8][CH2:9][CH:5]2[CH2:4][N:3]1[C:10]([NH2:12])=[O:11].[CH2:13]1C2CNCC2CN1C(N)=O.C([O-])([O-])=O.[K+].[K+].CS([CH2:34][CH2:35][C:36]1[CH:52]=[CH:51][C:39]([O:40][C:41]2[S:42][C:43]3[CH:49]=[C:48](C)[CH:47]=[CH:46][C:44]=3[N:45]=2)=[CH:38][CH:37]=1)(=O)=O, predict the reaction product. The product is: [CH3:13][C:46]1[C:44]2[N:45]=[C:41]([O:40][C:39]3[CH:38]=[CH:37][C:36]([CH2:35][CH2:34][N:8]4[CH2:7][CH:6]5[CH2:2][N:3]([C:10]([NH2:12])=[O:11])[CH2:4][CH:5]5[CH2:9]4)=[CH:52][CH:51]=3)[S:42][C:43]=2[CH:49]=[CH:48][CH:47]=1. (3) The product is: [CH3:28][N:23]([C:17]1[N:16]=[C:15]([C:29]2[CH:30]=[CH:31][C:32]([F:35])=[CH:33][CH:34]=2)[C:14](/[CH:13]=[CH:36]/[C@H:38]2[O:43][C:42]([CH3:45])([CH3:44])[O:41][C@@H:40]([CH2:46][C:47]([N:49]([O:51][CH3:52])[CH3:50])=[O:48])[CH2:39]2)=[C:19]([CH:20]([CH3:22])[CH3:21])[N:18]=1)[S:24]([CH3:27])(=[O:26])=[O:25]. Given the reactants S1C2C=CC=CC=2N=C1S([CH2:13][C:14]1[C:15]([C:29]2[CH:34]=[CH:33][C:32]([F:35])=[CH:31][CH:30]=2)=[N:16][C:17]([N:23]([CH3:28])[S:24]([CH3:27])(=[O:26])=[O:25])=[N:18][C:19]=1[CH:20]([CH3:22])[CH3:21])(=O)=O.[CH:36]([C@H:38]1[O:43][C:42]([CH3:45])([CH3:44])[O:41][C@@H:40]([CH2:46][C:47]([N:49]([O:51][CH3:52])[CH3:50])=[O:48])[CH2:39]1)=O.C[Si]([N-][Si](C)(C)C)(C)C.[Na+].[Cl-].[NH4+], predict the reaction product. (4) Given the reactants [CH2:1]([N:3]([CH2:37][CH3:38])[CH2:4][CH2:5][CH2:6][NH:7][C:8]1[N:9]=[C:10]([C:27]2[CH:28]=[C:29]([CH:33]=[CH:34][C:35]=2[CH3:36])[C:30](O)=[O:31])[C:11]2[CH:17]=[CH:16][C:15](=[O:18])[N:14]([C:19]3[C:24]([F:25])=[CH:23][CH:22]=[CH:21][C:20]=3[F:26])[C:12]=2[N:13]=1)[CH3:2].CN(C(O[N:47]1N=N[C:49]2C=CC=C[C:48]1=2)=[N+](C)C)C.F[P-](F)(F)(F)(F)F.C(N)C, predict the reaction product. The product is: [CH2:37]([N:3]([CH2:1][CH3:2])[CH2:4][CH2:5][CH2:6][NH:7][C:8]1[N:9]=[C:10]([C:27]2[CH:28]=[C:29]([CH:33]=[CH:34][C:35]=2[CH3:36])[C:30]([NH:47][CH2:48][CH3:49])=[O:31])[C:11]2[CH:17]=[CH:16][C:15](=[O:18])[N:14]([C:19]3[C:20]([F:26])=[CH:21][CH:22]=[CH:23][C:24]=3[F:25])[C:12]=2[N:13]=1)[CH3:38]. (5) Given the reactants [CH2:1]([N:4]1[CH2:10][CH2:9][CH2:8][CH2:7][C:6]([CH2:19][CH3:20])([C:11]2[CH:16]=[CH:15][CH:14]=[C:13]([O:17][CH3:18])[CH:12]=2)[C:5]1=[O:21])[CH:2]=C.[O:22]=[O+][O-].[BH4-].[Na+], predict the reaction product. The product is: [CH2:19]([C:6]1([C:11]2[CH:16]=[CH:15][CH:14]=[C:13]([O:17][CH3:18])[CH:12]=2)[CH2:7][CH2:8][CH2:9][CH2:10][N:4]([CH2:1][CH2:2][OH:22])[C:5]1=[O:21])[CH3:20]. (6) Given the reactants [O:1]1[C:5]([C:6]2[CH:11]=[CH:10][CH:9]=[CH:8][N:7]=2)=[CH:4][N:3]=[CH:2]1.[Li]CCCC.[C:17](O)(=[O:26])[CH2:18][CH2:19][CH2:20][CH2:21][CH2:22][CH2:23][CH2:24][CH3:25].C(Cl)(=O)C(Cl)=O, predict the reaction product. The product is: [N:7]1[CH:8]=[CH:9][CH:10]=[CH:11][C:6]=1[C:5]1[O:1][C:2]([C:17](=[O:26])[CH2:18][CH2:19][CH2:20][CH2:21][CH2:22][CH2:23][CH2:24][CH3:25])=[N:3][CH:4]=1. (7) Given the reactants F[C:2]1[CH:7]=[CH:6][CH:5]=[C:4](F)[N:3]=1.[F:9][C:10]1[CH:16]=[C:15]([F:17])[CH:14]=[CH:13][C:11]=1[NH2:12].[CH3:18][C:19]1[CH:23]=[C:22]([CH3:24])[NH:21][N:20]=1, predict the reaction product. The product is: [F:9][C:10]1[CH:16]=[C:15]([F:17])[CH:14]=[CH:13][C:11]=1[NH:12][C:2]1[CH:7]=[CH:6][CH:5]=[C:4]([N:20]2[C:19]([CH3:18])=[CH:23][C:22]([CH3:24])=[N:21]2)[N:3]=1. (8) Given the reactants COC(C1SC([N:22]=[N+:23]=[N-:24])=C(C#N)C=1C1C=CC=CC=1C(C)(C)C)=O.[CH2:25]([O:27][C:28]([C:30]1[S:31][C:32](S(C)(=O)=O)=[C:33]([C:42]#[N:43])[C:34]=1[C:35]1[CH:40]=[CH:39][C:38]([I:41])=[CH:37][CH:36]=1)=[O:29])[CH3:26], predict the reaction product. The product is: [CH2:25]([O:27][C:28]([C:30]1[S:31][C:32]([N:22]=[N+:23]=[N-:24])=[C:33]([C:42]#[N:43])[C:34]=1[C:35]1[CH:40]=[CH:39][C:38]([I:41])=[CH:37][CH:36]=1)=[O:29])[CH3:26].